This data is from Catalyst prediction with 721,799 reactions and 888 catalyst types from USPTO. The task is: Predict which catalyst facilitates the given reaction. (1) Reactant: [F:1][C:2]1[CH:7]=[CH:6][C:5]([C:8]2[N:9]=[C:10]([CH3:18])[O:11][C:12]=2[C:13](OCC)=[O:14])=[CH:4][CH:3]=1.C[O-].[Na+].[NH3:22].CO. Product: [F:1][C:2]1[CH:7]=[CH:6][C:5]([C:8]2[N:9]=[C:10]([CH3:18])[O:11][C:12]=2[C:13]([NH2:22])=[O:14])=[CH:4][CH:3]=1. The catalyst class is: 5. (2) Reactant: C(NC1C=CC=CC=1)(OC(C)(C)C)=O.[H-].[Na+].BrCC(OCC(C)C)=O.[CH2:26]([O:30][C:31](=[O:49])[CH2:32][N:33](C(OC(C)(C)C)=O)[C:34]1[CH:39]=[CH:38][C:37]([Cl:40])=[C:36]([Cl:41])[CH:35]=1)[CH:27]([CH3:29])[CH3:28]. Product: [CH2:26]([O:30][C:31](=[O:49])[CH2:32][NH:33][C:34]1[CH:39]=[CH:38][C:37]([Cl:40])=[C:36]([Cl:41])[CH:35]=1)[CH:27]([CH3:29])[CH3:28]. The catalyst class is: 1. (3) Reactant: Cl[C:2]1[CH:9]=[C:8]([N:10]2[CH2:14][CH2:13][CH2:12][CH2:11]2)[CH:7]=[CH:6][C:3]=1[C:4]#[N:5].[CH3:15][S-:16].[Na+]. Product: [CH3:15][S:16][C:2]1[CH:9]=[C:8]([N:10]2[CH2:14][CH2:13][CH2:12][CH2:11]2)[CH:7]=[CH:6][C:3]=1[C:4]#[N:5]. The catalyst class is: 9. (4) Reactant: [CH2:1]([O:8][C:9]([O:11]N1C(=O)CCC1=O)=O)[C:2]1[CH:7]=[CH:6][CH:5]=[CH:4][CH:3]=1.[NH2:19][CH2:20][C:21]([CH3:25])([CH3:24])[CH2:22][OH:23]. Product: [CH2:1]([O:8][C:9]([NH:19][CH2:20][C:21]([CH3:25])([CH3:24])[CH2:22][OH:23])=[O:11])[C:2]1[CH:3]=[CH:4][CH:5]=[CH:6][CH:7]=1. The catalyst class is: 7. (5) Reactant: [CH3:1][S:2]([C:5]1[CH:6]=[C:7]2[C:11](=[C:12]([N+:14]([O-])=O)[CH:13]=1)[N:10]([CH2:17][C:18]1[CH:23]=[CH:22][C:21]([CH:24]3[CH2:29][CH2:28][N:27]([C:30]([O:32][C:33]([CH3:36])([CH3:35])[CH3:34])=[O:31])[CH2:26][CH2:25]3)=[CH:20][N:19]=1)[CH:9]=[CH:8]2)(=[O:4])=[O:3]. Product: [NH2:14][C:12]1[CH:13]=[C:5]([S:2]([CH3:1])(=[O:3])=[O:4])[CH:6]=[C:7]2[C:11]=1[N:10]([CH2:17][C:18]1[CH:23]=[CH:22][C:21]([CH:24]3[CH2:29][CH2:28][N:27]([C:30]([O:32][C:33]([CH3:35])([CH3:36])[CH3:34])=[O:31])[CH2:26][CH2:25]3)=[CH:20][N:19]=1)[CH:9]=[CH:8]2. The catalyst class is: 663. (6) Reactant: [F:1][C:2]([F:22])([F:21])[S:3](N(C1C=CC(Cl)=CN=1)[S:3]([C:2]([F:22])([F:21])[F:1])(=[O:5])=[O:4])(=[O:5])=[O:4].[OH:23][C:24]1[CH:33]=[CH:32][C:31]2[C:26](=[CH:27][CH:28]=[CH:29][C:30]=2[O:34][CH3:35])[CH:25]=1.O. Product: [F:1][C:2]([F:22])([F:21])[S:3]([O:23][C:24]1[CH:33]=[CH:32][C:31]2[C:26](=[CH:27][CH:28]=[CH:29][C:30]=2[O:34][CH3:35])[CH:25]=1)(=[O:5])=[O:4]. The catalyst class is: 2. (7) Reactant: [NH2:1][C:2]1[S:3][C:4]([CH:7]=[O:8])=[CH:5][N:6]=1.[C:9](N1C=CN=C1)(N1C=CN=C1)=[O:10].[CH:21]1([NH:27][CH:28]2[CH2:33][CH2:32][CH2:31][CH2:30][CH2:29]2)[CH2:26][CH2:25][CH2:24][CH2:23][CH2:22]1. Product: [CH:28]1([N:27]([CH:21]2[CH2:22][CH2:23][CH2:24][CH2:25][CH2:26]2)[C:9]([NH:1][C:2]2[S:3][C:4]([CH:7]=[O:8])=[CH:5][N:6]=2)=[O:10])[CH2:29][CH2:30][CH2:31][CH2:32][CH2:33]1. The catalyst class is: 251. (8) Reactant: [Cl:1][C:2]1[CH:3]=[C:4]2[C:8](=[CH:9][CH:10]=1)[NH:7][C:6]([C:11]([NH:13][NH2:14])=[O:12])=[CH:5]2.[NH:15]([CH2:22][CH2:23][C:24](O)=[O:25])[C:16]1[CH:21]=[CH:20][CH:19]=[CH:18][CH:17]=1.ON1C2C=CC=CC=2N=N1.C(Cl)CCl. Product: [NH:15]([CH2:22][CH2:23][C:24]([NH:14][NH:13][C:11]([C:6]1[NH:7][C:8]2[C:4]([CH:5]=1)=[CH:3][C:2]([Cl:1])=[CH:10][CH:9]=2)=[O:12])=[O:25])[C:16]1[CH:21]=[CH:20][CH:19]=[CH:18][CH:17]=1. The catalyst class is: 18. (9) Product: [Cl:27][C:28]1[CH:35]=[CH:34][C:31]([CH2:32][NH:1][C:2]2[CH:3]=[C:4]([N:8]3[C:12]4[CH:13]=[CH:14][C:15]([C:17]([NH:19][CH2:20][C:21]5[CH:22]=[N:23][CH:24]=[CH:25][CH:26]=5)=[O:18])=[CH:16][C:11]=4[N:10]=[CH:9]3)[CH:5]=[CH:6][CH:7]=2)=[CH:30][CH:29]=1. Reactant: [NH2:1][C:2]1[CH:3]=[C:4]([N:8]2[C:12]3[CH:13]=[CH:14][C:15]([C:17]([NH:19][CH2:20][C:21]4[CH:22]=[N:23][CH:24]=[CH:25][CH:26]=4)=[O:18])=[CH:16][C:11]=3[N:10]=[CH:9]2)[CH:5]=[CH:6][CH:7]=1.[Cl:27][C:28]1[CH:35]=[CH:34][C:31]([CH:32]=O)=[CH:30][CH:29]=1. The catalyst class is: 467.